The task is: Predict which catalyst facilitates the given reaction.. This data is from Catalyst prediction with 721,799 reactions and 888 catalyst types from USPTO. (1) Reactant: [ClH:1].CCOCC.[CH3:7][N:8]1[CH2:40][CH2:39][C@:10]2([N:14](C(OC(C)(C)C)=O)[C@@H:13]([C:22]3[N:27]=[C:26]([CH3:28])[CH:25]=[C:24]([C:29]4[CH:34]=[CH:33][C:32]([C:35]([F:38])([F:37])[F:36])=[CH:31][CH:30]=4)[N:23]=3)[CH2:12][CH2:11]2)[C:9]1=[O:41]. Product: [ClH:1].[CH3:7][N:8]1[CH2:40][CH2:39][C@:10]2([NH:14][C@@H:13]([C:22]3[N:27]=[C:26]([CH3:28])[CH:25]=[C:24]([C:29]4[CH:30]=[CH:31][C:32]([C:35]([F:38])([F:37])[F:36])=[CH:33][CH:34]=4)[N:23]=3)[CH2:12][CH2:11]2)[C:9]1=[O:41]. The catalyst class is: 2. (2) Reactant: [CH3:1][O:2][C:3]1[CH:4]=[C:5]([CH:14]=[CH:15][CH:16]=1)[CH2:6][CH2:7][NH:8][C:9](=O)[O:10]CC. Product: [CH3:1][O:2][C:3]1[CH:4]=[C:5]2[C:14](=[CH:15][CH:16]=1)[C:9](=[O:10])[NH:8][CH2:7][CH2:6]2. The catalyst class is: 6. (3) Reactant: Cl.[Cl:2][C:3]1[CH:4]=[C:5]([NH:9][C:10]2[CH:18]=[C:17]([C:19]([F:22])([F:21])[F:20])[C:13]([C:14]([OH:16])=O)=[CH:12][N:11]=2)[CH:6]=[CH:7][CH:8]=1.CN1CCOCC1.[N:30]1[CH:35]=[CH:34][C:33]([CH2:36][NH2:37])=[CH:32][CH:31]=1.O.ON1C2C=CC=CC=2N=N1.Cl.CN(C)CCCN=C=NCC. Product: [N:30]1[CH:35]=[CH:34][C:33]([CH2:36][NH:37][C:14]([C:13]2[C:17]([C:19]([F:22])([F:21])[F:20])=[CH:18][C:10]([NH:9][C:5]3[CH:6]=[CH:7][CH:8]=[C:3]([Cl:2])[CH:4]=3)=[N:11][CH:12]=2)=[O:16])=[CH:32][CH:31]=1. The catalyst class is: 9. (4) The catalyst class is: 6. Reactant: [NH2:1][C:2](=[O:45])[C:3]([CH3:44])([CH3:43])[CH2:4][NH:5][C:6]([C@H:8]([CH:40]([CH3:42])[CH3:41])[CH2:9][C@@H:10]1[O:14][CH2:13][N:12]([C:15]([O:17][CH2:18]Cl)=[O:16])[C@H:11]1[CH2:20][C@H:21]([CH2:25][C:26]1[CH:31]=[CH:30][C:29]([O:32][CH3:33])=[C:28]([O:34][CH2:35][CH2:36][CH2:37][O:38][CH3:39])[CH:27]=1)[CH:22]([CH3:24])[CH3:23])=[O:7].[I-:46].[Na+].C(#N)C. Product: [NH2:1][C:2](=[O:45])[C:3]([CH3:44])([CH3:43])[CH2:4][NH:5][C:6]([C@H:8]([CH:40]([CH3:42])[CH3:41])[CH2:9][C@@H:10]1[O:14][CH2:13][N:12]([C:15]([O:17][CH2:18][I:46])=[O:16])[C@H:11]1[CH2:20][C@H:21]([CH2:25][C:26]1[CH:31]=[CH:30][C:29]([O:32][CH3:33])=[C:28]([O:34][CH2:35][CH2:36][CH2:37][O:38][CH3:39])[CH:27]=1)[CH:22]([CH3:24])[CH3:23])=[O:7]. (5) Reactant: C(O[C:6](=O)[NH:7][CH:8]1[CH2:12][CH2:11][N:10]([C:13]2[CH:14]=[N:15][C:16]([NH:19][C:20]3[N:21]=[CH:22][C:23]4[C:29]([CH3:30])=[C:28]([C:31]([O:33]CC)=[CH2:32])[C:27](=[O:36])[N:26]([CH:37]5[CH2:41][CH2:40][CH2:39][CH2:38]5)[C:24]=4[N:25]=3)=[CH:17][CH:18]=2)[CH2:9]1)(C)(C)C.Cl. Product: [C:31]([C:28]1[C:27](=[O:36])[N:26]([CH:37]2[CH2:41][CH2:40][CH2:39][CH2:38]2)[C:24]2[N:25]=[C:20]([NH:19][C:16]3[CH:17]=[CH:18][C:13]([N:10]4[CH2:11][CH2:12][N:7]([CH3:6])[CH2:8][CH2:9]4)=[CH:14][N:15]=3)[N:21]=[CH:22][C:23]=2[C:29]=1[CH3:30])(=[O:33])[CH3:32]. The catalyst class is: 22. (6) Reactant: [NH2:1][C:2]1[O:15][C:14]2[C:13]3[C:8](=[CH:9][CH:10]=[C:11]([NH2:16])[N:12]=3)[CH:7]=[CH:6][C:5]=2[CH:4]([C:17]2[CH:22]=[C:21]([O:23][CH3:24])[C:20]([O:25][CH3:26])=[C:19]([Br:27])[CH:18]=2)[C:3]=1[C:28]#[N:29].[C:30](=O)([O-])[O-].[K+].[K+].IC. Product: [NH2:1][C:2]1[O:15][C:14]2[C:13]3[C:8](=[CH:9][CH:10]=[C:11]([NH:16][CH3:30])[N:12]=3)[CH:7]=[CH:6][C:5]=2[CH:4]([C:17]2[CH:22]=[C:21]([O:23][CH3:24])[C:20]([O:25][CH3:26])=[C:19]([Br:27])[CH:18]=2)[C:3]=1[C:28]#[N:29]. The catalyst class is: 10. (7) The catalyst class is: 803. Reactant: [NH2:1][C:2]1[NH:3][C:4](=[O:20])[C:5]2[C:10]([I:11])=[CH:9][N:8]([C@@H:12]3[O:17][C@H:16]([CH2:18][OH:19])[C@@H:14]([OH:15])[CH2:13]3)[C:6]=2[N:7]=1.C[Si](C)(C)Cl.[C:26](O[C:26](=[O:30])[CH:27]([CH3:29])[CH3:28])(=[O:30])[CH:27]([CH3:29])[CH3:28].N. Product: [C@@H:12]1([N:8]2[C:6]3[N:7]=[C:2]([NH:1][C:26](=[O:30])[CH:27]([CH3:29])[CH3:28])[NH:3][C:4](=[O:20])[C:5]=3[C:10]([I:11])=[CH:9]2)[O:17][C@H:16]([CH2:18][OH:19])[C@@H:14]([OH:15])[CH2:13]1. (8) Reactant: [CH2:1]([O:8][C:9]1[CH:14]=[CH:13][C:12]([NH2:15])=[CH:11][CH:10]=1)[C:2]1[CH:7]=[CH:6][CH:5]=[CH:4][CH:3]=1.[N:16]([O-])=O.[Na+].[Cl:20][Sn]Cl. Product: [ClH:20].[CH2:1]([O:8][C:9]1[CH:10]=[CH:11][C:12]([NH:15][NH2:16])=[CH:13][CH:14]=1)[C:2]1[CH:3]=[CH:4][CH:5]=[CH:6][CH:7]=1. The catalyst class is: 126. (9) Reactant: [CH3:1][N:2]1[C:13](=[O:14])[CH2:12][CH2:11][CH:10]=[CH:9][CH2:8][C@@H:7]([CH2:15][C:16]([O:18]C(C)(C)C)=[O:17])[C:6](=[O:23])[O:5][CH2:4][C@H:3]1[C:24]1[CH:29]=[CH:28][CH:27]=[CH:26][CH:25]=1.FC(F)(F)C(O)=O. Product: [CH3:1][N:2]1[C:13](=[O:14])[CH2:12][CH2:11][CH:10]=[CH:9][CH2:8][C@@H:7]([CH2:15][C:16]([OH:18])=[O:17])[C:6](=[O:23])[O:5][CH2:4][C@H:3]1[C:24]1[CH:25]=[CH:26][CH:27]=[CH:28][CH:29]=1. The catalyst class is: 2. (10) Reactant: CC(OC([NH:8][C@H:9]([C:13]([OH:15])=[O:14])[CH:10]1[CH2:12][CH2:11]1)=O)(C)C.[CH3:16]OC(OC)(C)C. Product: [CH3:16][O:15][C:13](=[O:14])[C@@H:9]([NH2:8])[CH:10]1[CH2:11][CH2:12]1. The catalyst class is: 33.